This data is from Forward reaction prediction with 1.9M reactions from USPTO patents (1976-2016). The task is: Predict the product of the given reaction. (1) Given the reactants C([O:4][CH2:5][C:6]([CH3:45])([CH3:44])[CH2:7][N:8]1[C:14]2[CH:15]=[CH:16][C:17]([Cl:19])=[CH:18][C:13]=2[C@@H:12]([C:20]2[CH:25]=[CH:24][CH:23]=[C:22]([O:26][CH3:27])[C:21]=2[O:28][CH3:29])[O:11][C@H:10]([CH2:30][C:31]2[S:35][C:34]([CH2:36][CH2:37][C:38]([O:40]CC)=[O:39])=[N:33][N:32]=2)[C:9]1=[O:43])(=O)C.[OH-].[Na+].CO, predict the reaction product. The product is: [Cl:19][C:17]1[CH:16]=[CH:15][C:14]2[N:8]([CH2:7][C:6]([CH3:44])([CH3:45])[CH2:5][OH:4])[C:9](=[O:43])[C@@H:10]([CH2:30][C:31]3[S:35][C:34]([CH2:36][CH2:37][C:38]([OH:40])=[O:39])=[N:33][N:32]=3)[O:11][C@H:12]([C:20]3[CH:25]=[CH:24][CH:23]=[C:22]([O:26][CH3:27])[C:21]=3[O:28][CH3:29])[C:13]=2[CH:18]=1. (2) Given the reactants [H-].[Al+3].[Li+].[H-].[H-].[H-].[CH3:7][O:8][C:9]1[CH:10]=[CH:11][C:12]([C:32](OC)=[O:33])=[C:13]2[C:17]=1[N:16]=[C:15]1[N:18]([C:22]3[C:23]([CH3:31])=[N:24][C:25]([O:29][CH3:30])=[N:26][C:27]=3[CH3:28])[CH2:19][CH2:20][CH2:21][N:14]21.[OH-].[Na+].S([O-])([O-])(=O)=O.[Mg+2], predict the reaction product. The product is: [CH3:7][O:8][C:9]1[C:17]2[N:16]=[C:15]3[N:18]([C:22]4[C:23]([CH3:31])=[N:24][C:25]([O:29][CH3:30])=[N:26][C:27]=4[CH3:28])[CH2:19][CH2:20][CH2:21][N:14]3[C:13]=2[C:12]([CH2:32][OH:33])=[CH:11][CH:10]=1. (3) Given the reactants [F:1][CH2:2][C@@H:3]1[C@@H:10]2[C@@:6]([C:11]3[CH:16]=[CH:15][CH:14]=[CH:13][C:12]=3[F:17])([NH:7][O:8][CH2:9]2)[CH2:5][O:4]1, predict the reaction product. The product is: [NH2:7][C@@:6]1([C:11]2[CH:16]=[CH:15][CH:14]=[CH:13][C:12]=2[F:17])[CH2:5][O:4][C@H:3]([CH2:2][F:1])[C@H:10]1[CH2:9][OH:8].